This data is from Forward reaction prediction with 1.9M reactions from USPTO patents (1976-2016). The task is: Predict the product of the given reaction. (1) The product is: [CH2:31]([N:17]([CH2:18][C:19]1([C:25]2[CH:30]=[CH:29][CH:28]=[CH:27][N:26]=2)[CH2:20][CH2:21][CH2:22][CH2:23][CH2:24]1)[C:16]([NH:15][C:7]1[C:8]([CH:12]([CH3:14])[CH3:13])=[CH:9][CH:10]=[CH:11][C:6]=1[CH:3]([OH:5])[CH3:4])=[O:38])[C:32]1[CH:33]=[CH:34][CH:35]=[CH:36][CH:37]=1. Given the reactants [BH4-].[Na+].[C:3]([C:6]1[CH:11]=[CH:10][CH:9]=[C:8]([CH:12]([CH3:14])[CH3:13])[C:7]=1[NH:15][C:16](=[O:38])[N:17]([CH2:31][C:32]1[CH:37]=[CH:36][CH:35]=[CH:34][CH:33]=1)[CH2:18][C:19]1([C:25]2[CH:30]=[CH:29][CH:28]=[CH:27][N:26]=2)[CH2:24][CH2:23][CH2:22][CH2:21][CH2:20]1)(=[O:5])[CH3:4].O, predict the reaction product. (2) Given the reactants [NH:1]1[CH2:6][CH2:5][O:4][CH2:3][CH2:2]1.C(N(CC)CC)C.Cl.[F:15][C:16]([F:50])([F:49])[C:17]1[CH:22]=[C:21]([C:23]2[CH:28]=[CH:27][C:26]([C:29]([F:32])([F:31])[F:30])=[CH:25][CH:24]=2)[N:20]=[C:19]([C:33]2[CH:38]=[CH:37][N:36]=[C:35]([C:39]3[CH:40]=[C:41]([S:45](Cl)(=[O:47])=[O:46])[CH:42]=[CH:43][CH:44]=3)[CH:34]=2)[N:18]=1, predict the reaction product. The product is: [F:50][C:16]([F:15])([F:49])[C:17]1[CH:22]=[C:21]([C:23]2[CH:24]=[CH:25][C:26]([C:29]([F:32])([F:31])[F:30])=[CH:27][CH:28]=2)[N:20]=[C:19]([C:33]2[CH:38]=[CH:37][N:36]=[C:35]([C:39]3[CH:40]=[C:41]([S:45]([N:1]4[CH2:6][CH2:5][O:4][CH2:3][CH2:2]4)(=[O:47])=[O:46])[CH:42]=[CH:43][CH:44]=3)[CH:34]=2)[N:18]=1.